Dataset: Reaction yield outcomes from USPTO patents with 853,638 reactions. Task: Predict the reaction yield, written as a fraction of the theoretical maximum amount of product (1.0 means a 100% yield; for example, 0.34 means a 34% yield). (1) The product is [IH:14].[CH3:13][N:4]1[C:5]([CH3:11])([CH3:10])[CH2:6][C:7](=[O:9])[CH2:8][C:3]1([CH3:12])[CH3:2]. The yield is 0.460. The catalyst is C(O)(C)C. The reactants are O.[CH3:2][C:3]1([CH3:12])[CH2:8][C:7](=[O:9])[CH2:6][C:5]([CH3:11])([CH3:10])[NH:4]1.[CH3:13][I:14]. (2) The reactants are [Cl:1][C:2]1[CH:7]=[CH:6][CH:5]=[C:4]([Cl:8])[C:3]=1[OH:9].[Br:10]Br.S([O-])([O-])=O.[Na+].[Na+]. The catalyst is C(#N)C. The product is [Br:10][C:6]1[CH:7]=[C:2]([Cl:1])[C:3]([OH:9])=[C:4]([Cl:8])[CH:5]=1. The yield is 0.955. (3) The reactants are [Br:1][C:2]1[C:3](O)=[N:4][CH:5]=[N:6][C:7]=1[C:8]([F:11])([F:10])[F:9].P(Cl)(Cl)([Cl:15])=O. The catalyst is O. The product is [Br:1][C:2]1[C:3]([Cl:15])=[N:4][CH:5]=[N:6][C:7]=1[C:8]([F:11])([F:10])[F:9]. The yield is 0.824.